Binary Classification. Given a miRNA mature sequence and a target amino acid sequence, predict their likelihood of interaction. From a dataset of Experimentally validated miRNA-target interactions with 360,000+ pairs, plus equal number of negative samples. (1) The miRNA is hsa-miR-197-5p with sequence CGGGUAGAGAGGGCAGUGGGAGG. The protein sequence of the target gene is MAAPRPSPAISVSVSAPAFYAPQKKFGPVVAPKPKVNPFRPGDSEPPPAPGAQRAQMGRVGEIPPPPPEDFPLPPPPLAGDGDDAEGALGGAFPPPPPPIEESFPPAPLEEEIFPSPPPPPEEEGGPEAPIPPPPQPREKVSSIDLEIDSLSSLLDDMTKNDPFKARVSSGYVPPPVATPFSSKSSTKPAAGGTAPLPPWKSPSSSQPLPQVPAPAQSQTQFHVQPQPQPKPQVQLHVQSQTQPVSLANTQPRGPPASSPAPAPKFSPVTPKFTPVASKFSPGAPGGSGSQPNQKLGHPE.... Result: 0 (no interaction). (2) The miRNA is hsa-miR-1468-5p with sequence CUCCGUUUGCCUGUUUCGCUG. Result: 0 (no interaction). The protein sequence of the target gene is MASCASIDIEDATQHLRDILKLDRPAGGPSAESPRPSSAYNGDLNGLLVPDPLCSGDSTSANKTGLRTMPPINLQEKQVICLSGDDSSTCIGILAKEVEIVASSDSSISSKARGSNKVKIQPVAKYDWEQKYYYGNLIAVSNSFLAYAIRAANNGSAMVRVISVSTSERTLLKGFTGSVADLAFAHLNSPQLACLDEAGNLFVWRLALVNGKIQEEILVHIRQPEGTPLNHFRRIIWCPFIPEESEDCCEESSPTVALLHEDRAEVWDLDMLRSSHSTWPVDVSQIKQGFIVVKGHSTCL.... (3) The miRNA is mmu-miR-7026-5p with sequence UUCUGAGACCAUGGGGUAUAU. The protein sequence of the target gene is MRLPGAMPALALKGELLLLSLLLLLEPQISQGLVVTPPGPELVLNVSSTFVLTCSGSAPVVWERMSQEPPQEMAKAQDGTFSSVLTLTNLTGLDTGEYFCTHNDSRGLETDERKRLYIFVPDPTVGFLPNDAEELFIFLTEITEITIPCRVTDPQLVVTLHEKKGDVALPVPYDHQRGFSGIFEDRSYICKTTIGDREVDSDAYYVYRLQVSSINVSVNAVQTVVRQGENITLMCIVIGNEVVNFEWTYPRKESGRLVEPVTDFLLDMPYHIRSILHIPSAELEDSGTYTCNVTESVNDH.... Result: 0 (no interaction). (4) The miRNA is hsa-miR-6508-3p with sequence UGGGCCAUGCAUUUCUAGAACU. The protein sequence of the target gene is MQRALPGARQHLGAILASASVVVKALCAAVLFLYLLSFAVDTGCLAVTPGYLFPPNFWIWTLATHGLMEQHVWDVAISLTTVVVAGRLLEPLWGALELLIFFSVVNVSVGLLGAFAYLLTYMASFNLVYLFTVRIHGALGFLGGVLVALKQTMGDCVVLRVPQVRVSVMPMLLLALLLLLRLATLLQSPALASYGFGLLSSWVYLRFYQRHSRGRGDMADHFAFATFFPEILQPVVGLLANLVHSLLVKVKICQKTVKRYDVGAPSSITISLPGTDPQDAERRRQLALKALNERLKRVED.... Result: 0 (no interaction). (5) The miRNA is hsa-miR-431-3p with sequence CAGGUCGUCUUGCAGGGCUUCU. The protein sequence of the target gene is MSAEAADREAATSSRPCTPPQTCWFEFLLEESLLEKHLRKACPDPAPVQLIVQFLEQASKPSVNEQNQVQPPPDNKRNRVLKLLALKVAAHLKWDLDILEKSLSVPVLNMLLNELLCISKVPPGTKHVDMDLSALPPTTAMAILLYNRWAIRTIVQSSFPVKQAKPGPPQLNVMNQMQQEKELTENILKVLKEQAADCILVLEAALRLNKDLYVHTMRTLDLLAVEPGTVNGETENSTAGLKIRTEEMQCQVCYDLGAAYFQQGSTDSAIYENAREKFFRTKELLAEIGSLSLHCTIDEK.... Result: 0 (no interaction).